This data is from Reaction yield outcomes from USPTO patents with 853,638 reactions. The task is: Predict the reaction yield, written as a fraction of the theoretical maximum amount of product (1.0 means a 100% yield; for example, 0.34 means a 34% yield). The reactants are Cl.C[O:3][C:4](=[O:39])[C:5]1[CH:10]=[CH:9][C:8]([CH2:11][O:12][C:13]2[CH:18]=[CH:17][C:16]([CH2:19][C@H:20]([NH2:38])[C:21]3[N:22]([CH2:34][CH2:35][CH2:36][CH3:37])[CH:23]=[C:24]([C:26]4[CH:31]=[CH:30][C:29]([Cl:32])=[CH:28][C:27]=4[Cl:33])[N:25]=3)=[CH:15][CH:14]=2)=[CH:7][CH:6]=1.[CH3:40][O:41][C:42]1[CH:47]=[CH:46][C:45]([CH2:48][C:49](O)=[O:50])=[CH:44][CH:43]=1. No catalyst specified. The product is [CH2:34]([N:22]1[CH:23]=[C:24]([C:26]2[CH:31]=[CH:30][C:29]([Cl:32])=[CH:28][C:27]=2[Cl:33])[N:25]=[C:21]1[C@@H:20]([NH:38][C:49](=[O:50])[CH2:48][C:45]1[CH:46]=[CH:47][C:42]([O:41][CH3:40])=[CH:43][CH:44]=1)[CH2:19][C:16]1[CH:17]=[CH:18][C:13]([O:12][CH2:11][C:8]2[CH:9]=[CH:10][C:5]([C:4]([OH:3])=[O:39])=[CH:6][CH:7]=2)=[CH:14][CH:15]=1)[CH2:35][CH2:36][CH3:37]. The yield is 0.730.